From a dataset of Catalyst prediction with 721,799 reactions and 888 catalyst types from USPTO. Predict which catalyst facilitates the given reaction. (1) The catalyst class is: 9. Reactant: [F:1][C:2]1[CH:7]=[CH:6][CH:5]=[CH:4][C:3]=1[OH:8].Cl[C:10]1[CH:11]=[CH:12][C:13]([N+:25]([O-:27])=[O:26])=[C:14]([CH2:16][NH:17][C:18](=[O:24])[O:19][C:20]([CH3:23])([CH3:22])[CH3:21])[CH:15]=1.[H-].[Na+]. Product: [F:1][C:2]1[CH:7]=[CH:6][CH:5]=[CH:4][C:3]=1[O:8][C:10]1[CH:11]=[CH:12][C:13]([N+:25]([O-:27])=[O:26])=[C:14]([CH2:16][NH:17][C:18](=[O:24])[O:19][C:20]([CH3:23])([CH3:21])[CH3:22])[CH:15]=1. (2) Reactant: [N+:1]([C:4]1[CH:12]=[C:11]2[C:7]([CH:8]=[CH:9][NH:10]2)=[CH:6][CH:5]=1)([O-:3])=[O:2].[H-].[Na+].Br[CH2:16][C:17]#[N:18].O. Product: [N+:1]([C:4]1[CH:12]=[C:11]2[C:7]([CH:8]=[CH:9][N:10]2[CH2:16][C:17]#[N:18])=[CH:6][CH:5]=1)([O-:3])=[O:2]. The catalyst class is: 9.